Task: Binary Classification. Given a drug SMILES string, predict its activity (active/inactive) in a high-throughput screening assay against a specified biological target.. Dataset: HIV replication inhibition screening data with 41,000+ compounds from the AIDS Antiviral Screen The drug is COC(=O)c1cc(C(=CCCO)c2cc(Cl)c(OC)c(C(=O)OC)c2)cc(Cl)c1OC. The result is 0 (inactive).